This data is from Catalyst prediction with 721,799 reactions and 888 catalyst types from USPTO. The task is: Predict which catalyst facilitates the given reaction. (1) Reactant: [F:1][C:2]1[CH:7]=[C:6]([F:8])[CH:5]=[C:4]([F:9])[C:3]=1[C:10]1[C:19]2[C:14](=[CH:15][CH:16]=[C:17]([C:20](O)=[O:21])[CH:18]=2)[N:13]=[CH:12][CH:11]=1.CCN=C=NCCCN(C)C.Cl.C1C=CC2N(O)N=NC=2C=1.[N+]([O-])(O)=O.[CH3:49][C:50]1[CH:54]=[C:53]([CH3:55])[N:52]([C:56](=[NH:58])[NH2:57])[N:51]=1.CCN(C(C)C)C(C)C. Product: [NH2:58][C:56]([N:52]1[C:53]([CH3:55])=[CH:54][C:50]([CH3:49])=[N:51]1)=[N:57][C:20]([C:17]1[CH:18]=[C:19]2[C:14](=[CH:15][CH:16]=1)[N:13]=[CH:12][CH:11]=[C:10]2[C:3]1[C:2]([F:1])=[CH:7][C:6]([F:8])=[CH:5][C:4]=1[F:9])=[O:21]. The catalyst class is: 136. (2) Reactant: F[C:2]1[CH:9]=[CH:8][C:5]([CH:6]=[O:7])=[CH:4][CH:3]=1.[CH2:10]([C:13]1[CH:18]=[CH:17][C:16]([OH:19])=[CH:15][CH:14]=1)[CH:11]=[CH2:12].C(=O)([O-])[O-].[K+].[K+]. Product: [CH2:10]([C:13]1[CH:18]=[CH:17][C:16]([O:19][C:2]2[CH:9]=[CH:8][C:5]([CH:6]=[O:7])=[CH:4][CH:3]=2)=[CH:15][CH:14]=1)[CH:11]=[CH2:12]. The catalyst class is: 3. (3) Reactant: [CH3:1][O:2][C:3]1[CH:4]=[C:5]([C:9](=[O:22])[CH2:10][C:11](=[NH:21])[NH:12][C:13]2[CH:18]=[CH:17][C:16]([O:19][CH3:20])=[CH:15][CH:14]=2)[CH:6]=[CH:7][CH:8]=1.[C:23](OC)(=[O:26])[C:24]#[CH:25].C(OCC)C.C1CCCCC1. Product: [NH2:21][C:11]1[N:12]([C:13]2[CH:14]=[CH:15][C:16]([O:19][CH3:20])=[CH:17][CH:18]=2)[C:23](=[O:26])[CH:24]=[CH:25][C:10]=1[C:9](=[O:22])[C:5]1[CH:6]=[CH:7][CH:8]=[C:3]([O:2][CH3:1])[CH:4]=1. The catalyst class is: 5. (4) Reactant: [Br:1][C:2]1[CH:10]=[C:9]([CH:11]=[O:12])[C:5]2[O:6][CH2:7][CH2:8][C:4]=2[CH:3]=1.[BH4-].[Na+].Cl. Product: [Br:1][C:2]1[CH:10]=[C:9]([CH2:11][OH:12])[C:5]2[O:6][CH2:7][CH2:8][C:4]=2[CH:3]=1. The catalyst class is: 214. (5) Reactant: [CH:1]([O:4][C:5]1[CH:6]=[C:7]([CH:14]=[C:15]([O:17][C:18]([F:21])([F:20])[F:19])[CH:16]=1)[C:8]([O:10]C(C)C)=[O:9])([CH3:3])[CH3:2].[Li+].[OH-].O. Product: [CH:1]([O:4][C:5]1[CH:6]=[C:7]([CH:14]=[C:15]([O:17][C:18]([F:19])([F:20])[F:21])[CH:16]=1)[C:8]([OH:10])=[O:9])([CH3:3])[CH3:2]. The catalyst class is: 1. (6) Reactant: [CH3:1][C:2]1[O:6][C:5]([C:7]2[CH:12]=[CH:11][CH:10]=[CH:9][CH:8]=2)=[N:4][C:3]=1[CH2:13][O:14][C:15]1[CH:35]=[CH:34][C:18]([CH2:19][O:20][C:21]2[CH:26]=[CH:25][C:24]([CH2:27][CH2:28][C:29]([O:31]CC)=[O:30])=[CH:23][CH:22]=2)=[CH:17][CH:16]=1.O1CCCC1.[OH-].[Na+].Cl. Product: [CH3:1][C:2]1[O:6][C:5]([C:7]2[CH:8]=[CH:9][CH:10]=[CH:11][CH:12]=2)=[N:4][C:3]=1[CH2:13][O:14][C:15]1[CH:16]=[CH:17][C:18]([CH2:19][O:20][C:21]2[CH:22]=[CH:23][C:24]([CH2:27][CH2:28][C:29]([OH:31])=[O:30])=[CH:25][CH:26]=2)=[CH:34][CH:35]=1. The catalyst class is: 97. (7) Reactant: [F:1][C:2]1[N:6]([CH2:7][O:8][CH2:9][CH2:10][Si:11]([CH3:14])([CH3:13])[CH3:12])[CH:5]=[N:4][C:3]=1[CH2:15][OH:16]. Product: [F:1][C:2]1[N:6]([CH2:7][O:8][CH2:9][CH2:10][Si:11]([CH3:12])([CH3:14])[CH3:13])[CH:5]=[N:4][C:3]=1[CH:15]=[O:16]. The catalyst class is: 704. (8) Reactant: [O:1]1[C:6]2[CH:7]=[CH:8][C:9]([C:11]3[C:16](F)=[CH:15][CH:14]=[C:13]([C:18]([F:21])([F:20])[F:19])[C:12]=3[C:22](=[O:27])[C:23]([O:25][CH3:26])=[O:24])=[CH:10][C:5]=2[CH2:4][CH2:3][CH2:2]1.[Cl:28][C:29]1[CH:30]=[N:31][NH:32][CH:33]=1.[H-].[Na+].S(OC)(OC)(=O)=O. Product: [Cl:28][C:29]1[CH:30]=[N:31][N:32]([C:16]2[C:11]([C:9]3[CH:8]=[CH:7][C:6]4[O:1][CH2:2][CH2:3][CH2:4][C:5]=4[CH:10]=3)=[C:12]([C:22](=[O:27])[C:23]([O:25][CH3:26])=[O:24])[C:13]([C:18]([F:19])([F:21])[F:20])=[CH:14][CH:15]=2)[CH:33]=1. The catalyst class is: 287. (9) Reactant: [NH2:1][C:2]1[NH:6][NH:5][C:4](=[O:7])[C:3]=1[CH2:8][C:9]1[CH:14]=[CH:13][CH:12]=[C:11]([C:15]([F:18])([F:17])[F:16])[C:10]=1[CH3:19].O=[C:21]([CH:28]1[CH2:33][CH2:32][O:31][CH2:30][CH2:29]1)[CH2:22][C:23](OCC)=[O:24].Cl.O1CCOCC1. Product: [CH3:19][C:10]1[C:11]([C:15]([F:17])([F:18])[F:16])=[CH:12][CH:13]=[CH:14][C:9]=1[CH2:8][C:3]1[C:4]([OH:7])=[N:5][N:6]2[C:23]([OH:24])=[CH:22][C:21]([CH:28]3[CH2:33][CH2:32][O:31][CH2:30][CH2:29]3)=[N:1][C:2]=12. The catalyst class is: 8.